Dataset: Forward reaction prediction with 1.9M reactions from USPTO patents (1976-2016). Task: Predict the product of the given reaction. Given the reactants [F:1][C:2]1[CH:3]=[C:4]([C:18]2[C:19]([OH:25])=[CH:20][CH:21]=[C:22]([F:24])[CH:23]=2)[CH:5]=[CH:6][C:7]=1[S:8]([C:11]1[CH:16]=[CH:15][CH:14]=[CH:13][C:12]=1[F:17])(=[O:10])=[O:9].CC1C=CC(S([O:36][C@H:37]([CH3:42])[C:38]([O:40]C)=[O:39])(=O)=O)=CC=1.C(=O)([O-])[O-].[K+].[K+], predict the reaction product. The product is: [CH3:7][CH2:2][CH2:3][CH:4]([CH3:18])[CH3:5].[C:37]([O:25][CH2:19][CH3:20])(=[O:36])[CH3:38].[F:1][C:2]1[CH:3]=[C:4]([C:18]2[CH:23]=[C:22]([F:24])[CH:21]=[CH:20][C:19]=2[O:25][C@@H:37]([CH3:42])[C:38]([OH:40])=[O:39])[CH:5]=[CH:6][C:7]=1[S:8]([C:11]1[CH:16]=[CH:15][CH:14]=[CH:13][C:12]=1[F:17])(=[O:10])=[O:9].